From a dataset of Peptide-MHC class I binding affinity with 185,985 pairs from IEDB/IMGT. Regression. Given a peptide amino acid sequence and an MHC pseudo amino acid sequence, predict their binding affinity value. This is MHC class I binding data. The binding affinity (normalized) is 0.603. The peptide sequence is ALAKAAAAM. The MHC is HLA-A02:05 with pseudo-sequence HLA-A02:05.